This data is from Reaction yield outcomes from USPTO patents with 853,638 reactions. The task is: Predict the reaction yield, written as a fraction of the theoretical maximum amount of product (1.0 means a 100% yield; for example, 0.34 means a 34% yield). (1) The reactants are [Cl:1][C:2]1[CH:21]=[C:20]([Cl:22])[CH:19]=[CH:18][C:3]=1[CH2:4][N:5]1[C:9]([CH2:10][CH2:11][C:12]([O:14][CH2:15][CH3:16])=[O:13])=[CH:8][C:7]([OH:17])=[N:6]1.[CH3:23][O:24][CH2:25][CH2:26]O.C(P(CCCC)CCCC)CCC.N(C(N1CCCCC1)=O)=NC(N1CCCCC1)=O. The catalyst is O1CCCC1. The product is [Cl:1][C:2]1[CH:21]=[C:20]([Cl:22])[CH:19]=[CH:18][C:3]=1[CH2:4][N:5]1[C:9]([CH2:10][CH2:11][C:12]([O:14][CH2:15][CH3:16])=[O:13])=[CH:8][C:7]([O:17][CH2:26][CH2:25][O:24][CH3:23])=[N:6]1. The yield is 0.730. (2) The reactants are [N+:1]([C:4]1[CH:5]=[C:6]2[C:10](=[CH:11][CH:12]=1)[CH2:9][C:8](=O)[CH2:7]2)([O-:3])=[O:2].[CH3:14][NH:15][CH3:16].O. The catalyst is C1COCC1. The product is [CH3:14][N:15]([CH3:16])[C:8]1[CH2:9][C:10]2[C:6]([CH:7]=1)=[CH:5][C:4]([N+:1]([O-:3])=[O:2])=[CH:12][CH:11]=2. The yield is 0.980. (3) The reactants are Br[CH2:2][CH2:3][O:4][Si:5]([C:8]([CH3:11])([CH3:10])[CH3:9])([CH3:7])[CH3:6].[CH3:12][O:13][C:14]1[CH:19]=[CH:18][C:17]([CH2:20][NH2:21])=[CH:16][CH:15]=1.C([O-])([O-])=O.[K+].[K+]. The catalyst is C(#N)C. The product is [Si:5]([O:4][CH2:3][CH2:2][NH:21][CH2:20][C:17]1[CH:18]=[CH:19][C:14]([O:13][CH3:12])=[CH:15][CH:16]=1)([C:8]([CH3:11])([CH3:10])[CH3:9])([CH3:7])[CH3:6]. The yield is 0.770.